From a dataset of Forward reaction prediction with 1.9M reactions from USPTO patents (1976-2016). Predict the product of the given reaction. (1) Given the reactants [NH2:1][C:2]1[CH:9]=[CH:8][C:5]([C:6]#[N:7])=[C:4]([C:10]([F:13])([F:12])[F:11])[CH:3]=1.[BH3-]C#N.[Na+].[C:18](O)([C:20]([F:23])([F:22])[F:21])=O.[H][H].O.FC(F)(F)C=O.C([O-])(O)=O.[Na+], predict the reaction product. The product is: [F:21][C:20]([F:23])([F:22])[CH2:18][NH:1][C:2]1[CH:9]=[CH:8][C:5]([C:6]#[N:7])=[C:4]([C:10]([F:11])([F:12])[F:13])[CH:3]=1. (2) Given the reactants [CH2:1]=[C:2]([Mg]Br)[CH3:3].B(OC(C)C)(OC(C)C)OC(C)C.C([O-])([O-])=O.[K+].[K+].[F:25][C:26]1[CH:31]=[CH:30][C:29]([C:32]2[O:46][C:35]3=[N:36][C:37]([NH:41][S:42]([CH3:45])(=[O:44])=[O:43])=[C:38](I)[CH:39]=[C:34]3[C:33]=2[C:47]([NH:49][CH3:50])=[O:48])=[CH:28][CH:27]=1, predict the reaction product. The product is: [F:25][C:26]1[CH:31]=[CH:30][C:29]([C:32]2[O:46][C:35]3=[N:36][C:37]([NH:41][S:42]([CH3:45])(=[O:44])=[O:43])=[C:38]([C:2]([CH3:3])=[CH2:1])[CH:39]=[C:34]3[C:33]=2[C:47]([NH:49][CH3:50])=[O:48])=[CH:28][CH:27]=1. (3) Given the reactants [Cl-].[Mg+2].[Cl-].[C:4](OCC)(=O)CC(OCC)=O.[Br:15][C:16]1[CH:17]=[N:18][CH:19]=[C:20]([CH:24]=1)[C:21](Cl)=[O:22].Cl, predict the reaction product. The product is: [C:21]([C:20]1[CH:19]=[N:18][CH:17]=[C:16]([Br:15])[CH:24]=1)(=[O:22])[CH3:4]. (4) Given the reactants [F:1][C:2]([F:11])([F:10])[C:3]1[CH:4]=[CH:5][C:6]([NH2:9])=[N:7][CH:8]=1.[N+:12]([O-])([OH:14])=[O:13], predict the reaction product. The product is: [N+:12]([C:5]1[C:6]([NH2:9])=[N:7][CH:8]=[C:3]([C:2]([F:1])([F:10])[F:11])[CH:4]=1)([O-:14])=[O:13]. (5) Given the reactants Cl[C:2]([O:4][C:5]1[CH:10]=[CH:9][C:8]([O:11][C:12]2[CH:17]=[CH:16][C:15]([C:18]([F:21])([F:20])[F:19])=[CH:14][N:13]=2)=[CH:7][CH:6]=1)=[O:3].[CH3:22][O:23][C:24]1[CH:29]=[CH:28][CH:27]=[C:26]([NH:30][CH3:31])[N:25]=1, predict the reaction product. The product is: [F:19][C:18]([F:21])([F:20])[C:15]1[CH:16]=[CH:17][C:12]([O:11][C:8]2[CH:9]=[CH:10][C:5]([O:4][C:2](=[O:3])[N:30]([C:26]3[CH:27]=[CH:28][CH:29]=[C:24]([O:23][CH3:22])[N:25]=3)[CH3:31])=[CH:6][CH:7]=2)=[N:13][CH:14]=1.